Dataset: Experimentally validated miRNA-target interactions with 360,000+ pairs, plus equal number of negative samples. Task: Binary Classification. Given a miRNA mature sequence and a target amino acid sequence, predict their likelihood of interaction. (1) The miRNA is mmu-miR-10a-3p with sequence CAAAUUCGUAUCUAGGGGAAUA. The protein sequence of the target gene is MEGDFSVCRNCKRHVVSANFTLHEAYCLRFLVLCPECEEPVPKETMEEHCKLEHQQVGCTMCQQSMQKSSLEFHKANECQERPVECKFCKLDMQLSKLELHESYCGSRTELCQGCGQFIMHRMLAQHRDVCRSEQAQLGKGERISAPEREIYCHYCNQMIPENKYFHHMGKCCPDSEFKKHFPVGNPEILPSSLPSQAAENQTSTMEKDVRPKTRSINRFPLHSESSSKKAPRSKNKTLDPLLMSEPKPRTSSPRGDKAAYDILRRCSQCGILLPLPILNQHQEKCRWLASSKGKQVRNF.... Result: 0 (no interaction). (2) The protein sequence of the target gene is MDPRKVNELRAFVKMCKQDPSVLHTEEMRFLREWVESMGGKVPPATQKAKSEENTKEEKPDSKKVEEDLKADEPSSEESDLEIDKEGVIEPDTDAPQEMGDENAEITEEMMDQANDKKVAAIEALNDGELQKAIDLFTDAIKLNPRLAILYAKRASVFVKLQKPNAAIRDCDRAIEINPDSAQPYKWRGKAHRLLGHWEEAAHDLALACKLDYDEDASAMLKEVQPRAQKIAEHRRKYERKREEREIKERIERVKKAREEHERAQREEEARRQSGAQYGSFPGGFPGGMPGNFPGGMPGM.... Result: 1 (interaction). The miRNA is hsa-miR-22-5p with sequence AGUUCUUCAGUGGCAAGCUUUA. (3) The miRNA is hsa-miR-4286 with sequence ACCCCACUCCUGGUACC. The protein sequence of the target gene is MAAQVAPAAASSLGNPPPPPSELKKAEQQQREEAGGEAAAAAAERGEMKAAAGQESEGPAVGPPQPLGKELQDGAESNGGGGGGGAGSGGGPGAEPDLKNSNGNAGPRPALNNNLPEPPGGGGGGGSSSSDGVGAPPHSAAAALPPPAYGFGQAYGRSPSAVAAAAAAVFHQQHGGQQSPGLAALQSGGGGGLEPYAGPQQNSHDHGFPNHQYNSYYPNRSAYPPPPQAYALSSPRGGTPGSGAAAAAGSKPPPSSSASASSSSSSFAQQRFGAMGGGGPSAAGGGTPQPTATPTLNQLL.... Result: 0 (no interaction). (4) The miRNA is mmu-miR-1954 with sequence ACUGCAGAGUGAGACCCUGUU. The protein sequence of the target gene is MGQSVLRAVFFLVLGLLGHSHGGFPNTISIGGLFMRNTVQEHSAFRFAVQLYNTNQNTTEKPFHLNYHVDHLDSSNSFSVTNAFCSQFSRGVYAIFGFYDQMSMNTLTSFCGALHTSFVTPSFPTDADVQFVIQMRPALKGAILSLLGYYKWEKFVYLYDTERGFSILQAIMEAAVQNNWQVTARSVGNIKDIQEFRRIIEEMDRRQEKRYLIDCEVERINTILEQVVILGKHSRGYHYMLANLGFTDIVLERVMHGGANITGFQIVNNENPMVQQFIQRWVRLDEREFPEAKNAPLKYT.... Result: 0 (no interaction). (5) The miRNA is hsa-miR-2110 with sequence UUGGGGAAACGGCCGCUGAGUG. The protein sequence of the target gene is MRRFVYCKVVLATSLMWVLVDVFLLLYFSECNKCDDKKERSLLPALRAVISRNQEGPGEMGKAVLIPKDDQEKMKELFKINQFNLMASDLIALNRSLPDVRLEGCKTKVYPDELPNTSVVIVFHNEAWSTLLRTVYSVINRSPHYLLSEVILVDDASERDFLKLTLENYVKNLEVPVKIIRMEERSGLIRARLRGAAASKGQVITFLDAHCECTLGWLEPLLARIKEDRKTVVCPIIDVISDDTFEYMAGSDMTYGGFNWKLNFRWYPVPQREMDRRKGDRTLPVRTPTMAGGLFSIDRN.... Result: 0 (no interaction). (6) The protein sequence of the target gene is MASAELDYTIEIPDQPCWSQKNSPSPGGKEAETRQPVVILLGWGGCKDKNLAKYSAIYHKRGCIVIRYTAPWHMVFFSESLGIPSLRVLAQKLLELLFDYEIEKEPLLFHVFSNGGVMLYRYVLELLQTRRFCRLRVVGTIFDSAPGDSNLVGALRALAAILERRAAMLRLLLLVAFALVVVLFHVLLAPITALFHTHFYDRLQDAGSRWPELYLYSRADEVVLARDIERMVEARLARRVLARSVDFVSSAHVSHLRDYPTYYTSLCVDFMRNCVRC. Result: 0 (no interaction). The miRNA is rno-miR-450a-5p with sequence UUUUGCGAUGUGUUCCUAAUGU. (7) The miRNA is hsa-miR-6516-5p with sequence UUUGCAGUAACAGGUGUGAGCA. The protein sequence of the target gene is MDDQSPAEKKGLRCQNPACMDKGRAAKVCHHADCQQLHRRGPLNLCEACDSKFHSTMHYDGHVRFDLPPQGSVLARNVSTRSCPPRTSPAVDLEEEEEESSVDGKGDRKSTGLKLSKKKARRRHTDDPSKECFTLKFDLNVDIETEIVPAMKKKSLGEVLLPVFERKGIALGKVDIYLDQSNTPLSLTFEAYRFGGHYLRVKAPAKPGDEGKVEQGMKDSKSLSLPILRPAGTGPPALERVDAQSRRESLDILAPGRRRKNMSEFLGEASIPGQEPPTPSSCSLPSGSSGSTNTGDSWKN.... Result: 1 (interaction). (8) The protein sequence of the target gene is MWSRRQGRLRPTVCGVEELRRRRREREAALRKARREQQLVSKRLLRNDAPEEAGEGCVAAILGETEVQQFLRQAQRGTEEKEREGALVSLRRGLQHPETQQTFIRLEGSMRTLVGLLTSNQALLQLEAARCLHELSHSEQSTVAEACLPATSYLLTYLSSHSSDFIELCLYTLGNLIVESEAVRRQLLPQGIVPALAACIQSPHVAVLEALGYALSQLLQAEEAPEKIIPSILASTLPQHMLQMLQPGPKLNPGVAVEFAWCLHYIICSQVSNPLLIGHGALSTLGLLLLDLAGAVQKTE.... Result: 0 (no interaction). The miRNA is dre-miR-9-5p with sequence UCUUUGGUUAUCUAGCUGUAUGA. (9) The miRNA is mmu-miR-3097-3p with sequence CUCAGACCUUUCUACCUGUCAG. The protein sequence of the target gene is MRPLTEEETRVMFEKIAKYIGENLQLLVDRPDGTYCFRLHNDRVYYVSEMMLKLAANISGDKLVSLGTCFGKFTKTHKFRLHVTALDYLAPYAKYKVWVKPGAEQSFLYGNHVLKSGLGRITENTSQYQGVVVYSMADIPLGFGVAAKSTQDCRKVDPMAIVVFHQADIGEYVRHEETLT. Result: 1 (interaction). (10) Result: 1 (interaction). The protein sequence of the target gene is MAAEPVEDNCINFVAMKFIDNTLYFIAEDDENLESDYFGKLESKLSVIRNLNDQVLFIDQGNRPLFEDMTDSDCRDNAPRTIFIISMYKDSQPRGMAVTISVKCEKISTLSCENKIISFKEMNPPDNIKDTKSDIIFFQRSVPGHDNKMQFESSSYEGYFLACEKERDLFKLILKKEDELGDRSIMFTVQNED. The miRNA is hsa-miR-346 with sequence UGUCUGCCCGCAUGCCUGCCUCU.